From a dataset of Forward reaction prediction with 1.9M reactions from USPTO patents (1976-2016). Predict the product of the given reaction. (1) Given the reactants Br[C:2]1[CH:3]=[C:4]2[C:9](=[CH:10][CH:11]=1)[NH:8][C:7](=[O:12])[CH2:6][CH2:5]2.[F:13][C:14]1[CH:15]=[C:16](B(O)O)[CH:17]=[CH:18][CH:19]=1.C(=O)([O-])[O-].[K+].[K+].O, predict the reaction product. The product is: [F:13][C:14]1[CH:19]=[C:18]([C:2]2[CH:3]=[C:4]3[C:9](=[CH:10][CH:11]=2)[NH:8][C:7](=[O:12])[CH2:6][CH2:5]3)[CH:17]=[CH:16][CH:15]=1. (2) Given the reactants Cl[C:2]1[N:3]=[N:4][C:5]([O:8][CH2:9][C:10]2[C:11]([C:16]3[CH:21]=[CH:20][CH:19]=[CH:18][CH:17]=3)=[N:12][O:13][C:14]=2[CH3:15])=[CH:6][CH:7]=1.[NH:22]1[CH2:27][CH2:26][O:25][CH2:24][CH2:23]1, predict the reaction product. The product is: [CH3:15][C:14]1[O:13][N:12]=[C:11]([C:16]2[CH:21]=[CH:20][CH:19]=[CH:18][CH:17]=2)[C:10]=1[CH2:9][O:8][C:5]1[N:4]=[N:3][C:2]([N:22]2[CH2:27][CH2:26][O:25][CH2:24][CH2:23]2)=[CH:7][CH:6]=1. (3) Given the reactants Br[C:2]1[CH:7]=[CH:6][C:5]([CH:8]([OH:22])[C:9]([NH:11][C:12]2[CH:17]=[CH:16][C:15]([C:18]([F:21])([F:20])[F:19])=[CH:14][CH:13]=2)=[O:10])=[CH:4][CH:3]=1.[C:23]([O:27][C:28](=[O:41])[NH:29][C:30]1[CH:35]=[CH:34][CH:33]=[CH:32][C:31]=1[NH:36][C:37](=[O:40])[CH:38]=[CH2:39])([CH3:26])([CH3:25])[CH3:24].C1(C)C=CC=CC=1P(C1C=CC=CC=1C)C1C=CC=CC=1C.C(N(CC)CC)C.[Cl-].[NH4+], predict the reaction product. The product is: [C:23]([O:27][C:28](=[O:41])[NH:29][C:30]1[CH:35]=[CH:34][CH:33]=[CH:32][C:31]=1[NH:36][C:37](=[O:40])/[CH:38]=[CH:39]/[C:2]1[CH:7]=[CH:6][C:5]([CH:8]([OH:22])[C:9](=[O:10])[NH:11][C:12]2[CH:17]=[CH:16][C:15]([C:18]([F:21])([F:20])[F:19])=[CH:14][CH:13]=2)=[CH:4][CH:3]=1)([CH3:26])([CH3:24])[CH3:25]. (4) Given the reactants [CH3:1][O:2][C:3]([C:5]1[S:6][C:7]([C:11]#[C:12][C:13]([CH3:16])([CH3:15])[CH3:14])=[CH:8][C:9]=1I)=[O:4].C1C=CC(P(C2C(C3C(P(C4C=CC=CC=4)C4C=CC=CC=4)=CC=C4C=3C=CC=C4)=C3C(C=CC=C3)=CC=2)C2C=CC=CC=2)=CC=1.C(=O)([O-])[O-].[Cs+].[Cs+].[O:69]1[C:73]2([CH2:78][CH2:77][CH:76]([NH2:79])[CH2:75][CH2:74]2)[O:72][CH2:71][CH2:70]1, predict the reaction product. The product is: [CH3:1][O:2][C:3]([C:5]1[S:6][C:7]([C:11]#[C:12][C:13]([CH3:16])([CH3:15])[CH3:14])=[CH:8][C:9]=1[NH:79][CH:76]1[CH2:77][CH2:78][C:73]2([O:69][CH2:70][CH2:71][O:72]2)[CH2:74][CH2:75]1)=[O:4]. (5) Given the reactants [N:1]1([S:7]([NH2:10])(=[O:9])=[O:8])[CH2:6][CH2:5][CH2:4][CH2:3][CH2:2]1.C([O-])=O.[NH4+].C(=O)([O-])[O-].[K+].[K+].Cl[C:22]1[N:27]=[CH:26][C:25](CC)=[CH:24][N:23]=1, predict the reaction product. The product is: [N:23]1[CH:24]=[CH:25][CH:26]=[N:27][C:22]=1[NH:10][S:7]([N:1]1[CH2:6][CH2:5][CH2:4][CH2:3][CH2:2]1)(=[O:9])=[O:8]. (6) Given the reactants [CH3:1][N:2]([C:11]1[CH:12]=[CH:13][CH:14]=[C:15]2[C:19]=1[NH:18][C:17]([C:20]1[S:21][CH:22]([CH2:25][C:26](=[O:33])[N:27]3[CH2:32][CH2:31][S:30][CH2:29][CH2:28]3)[CH2:23][N:24]=1)=[CH:16]2)[S:3]([C:6]1[S:7][CH:8]=[CH:9][CH:10]=1)(=[O:5])=[O:4].[OH:34]OS([O-])=O.[K+].S([O-])([O-])=O.[Na+].[Na+].[OH2:46], predict the reaction product. The product is: [O:46]=[S:30]1(=[O:34])[CH2:29][CH2:28][N:27]([C:26](=[O:33])[CH2:25][CH:22]2[S:21][C:20]([C:17]3[NH:18][C:19]4[C:15]([CH:16]=3)=[CH:14][CH:13]=[CH:12][C:11]=4[N:2]([CH3:1])[S:3]([C:6]3[S:7][CH:8]=[CH:9][CH:10]=3)(=[O:5])=[O:4])=[N:24][CH2:23]2)[CH2:32][CH2:31]1. (7) Given the reactants [NH2:1][CH2:2][C:3]1[CH:4]=[CH:5][C:6](F)=[C:7]([S:9]([NH:12][C:13]([CH3:16])([CH3:15])[CH3:14])(=[O:11])=[O:10])[CH:8]=1.BrC1C=C(S(Cl)(=O)=O)C=C([C:25]([F:28])([F:27])[F:26])C=1, predict the reaction product. The product is: [NH2:1][CH2:2][C:3]1[CH:8]=[C:7]([S:9]([NH:12][C:13]([CH3:16])([CH3:15])[CH3:14])(=[O:11])=[O:10])[CH:6]=[C:5]([C:25]([F:28])([F:27])[F:26])[CH:4]=1.